Dataset: Forward reaction prediction with 1.9M reactions from USPTO patents (1976-2016). Task: Predict the product of the given reaction. (1) Given the reactants [C:1]([C:5]1[CH:10]=[CH:9][C:8]([N:11]2[C:15](=[O:16])[C:14](=[CH:17][NH:18][NH:19][C:20](=[O:31])[C:21]3[CH:26]=[CH:25][C:24]([C:27]([O:29]C)=[O:28])=[CH:23][CH:22]=3)[C:13]([CH3:32])=[N:12]2)=[CH:7][CH:6]=1)([CH3:4])([CH3:3])[CH3:2].[OH-].[Na+].Cl, predict the reaction product. The product is: [C:1]([C:5]1[CH:6]=[CH:7][C:8]([N:11]2[C:15](=[O:16])[C:14](=[CH:17][NH:18][NH:19][C:20](=[O:31])[C:21]3[CH:22]=[CH:23][C:24]([C:27]([OH:29])=[O:28])=[CH:25][CH:26]=3)[C:13]([CH3:32])=[N:12]2)=[CH:9][CH:10]=1)([CH3:4])([CH3:2])[CH3:3]. (2) Given the reactants [CH3:1][O:2][C:3]1[CH:4]=[C:5]([CH2:19][NH2:20])[CH:6]=[CH:7][C:8]=1[O:9][CH2:10][C:11]1[CH:12]=[N:13][C:14]([O:17][CH3:18])=[CH:15][CH:16]=1.Cl[C:22]1[C:27]([N+:28]([O-:30])=[O:29])=[CH:26][C:25]([I:31])=[CH:24][N:23]=1.C(N(CC)C(C)C)(C)C, predict the reaction product. The product is: [I:31][C:25]1[CH:26]=[C:27]([N+:28]([O-:30])=[O:29])[C:22]([NH:20][CH2:19][C:5]2[CH:6]=[CH:7][C:8]([O:9][CH2:10][C:11]3[CH:12]=[N:13][C:14]([O:17][CH3:18])=[CH:15][CH:16]=3)=[C:3]([O:2][CH3:1])[CH:4]=2)=[N:23][CH:24]=1. (3) Given the reactants [CH:1](=[O:10])[CH:2]=[CH:3][C:4]1[CH:9]=[CH:8][CH:7]=[CH:6][CH:5]=1.C(C1C(=O)C(Cl)=C(Cl)C(=O)C=1C#N)#N.[CH2:25]([OH:33])[CH2:26][CH2:27][CH2:28][CH2:29][CH2:30][CH2:31][CH3:32].O.[O-2].[O-2].[O-2].O=[Si]=O.O=[Si]=O.O=[Si]=O.O=[Si]=O.[Al+3].[Al+3], predict the reaction product. The product is: [C:1]([O:33][CH2:25][CH2:26][CH2:27][CH2:28][CH2:29][CH2:30][CH2:31][CH3:32])(=[O:10])[CH:2]=[CH:3][C:4]1[CH:9]=[CH:8][CH:7]=[CH:6][CH:5]=1. (4) Given the reactants [CH3:1][O:2][C:3]1[CH:28]=[C:27]([C:29]2[S:30][C:31]3[CH2:37][CH2:36][CH2:35][CH2:34][C:32]=3[N:33]=2)[CH:26]=[CH:25][C:4]=1[O:5][CH2:6][CH2:7][CH2:8][O:9][C:10]1[CH:11]=[C:12]2[C:16](=[CH:17][CH:18]=1)[C@H:15]([CH2:19][C:20]([O:22][CH2:23][CH3:24])=[O:21])[CH2:14][CH2:13]2.C([O-])([O-])=O.[Cs+].[Cs+].I[CH2:45][CH2:46]C, predict the reaction product. The product is: [CH2:1]([O:2][C:3]1[CH:28]=[C:27]([C:29]2[S:30][C:31]3[CH2:37][CH2:36][CH2:35][CH2:34][C:32]=3[N:33]=2)[CH:26]=[CH:25][C:4]=1[O:5][CH2:6][CH2:7][CH2:8][O:9][C:10]1[CH:11]=[C:12]2[C:16](=[CH:17][CH:18]=1)[C@H:15]([CH2:19][C:20]([O:22][CH2:23][CH3:24])=[O:21])[CH2:14][CH2:13]2)[CH2:45][CH3:46]. (5) Given the reactants [OH2:1].CC[N:4]=C=NCCCN(C)C.Cl.Cl.Cl.FC1C=CC(N2C=CC(CCN)=N2)=NC=1.F[C:32]1[CH:40]=[CH:39][C:35](C(O)=O)=[C:34]([N:41]2[N:45]=CC=N2)[CH:33]=1.C([O-])(O)=O.[Na+], predict the reaction product. The product is: [CH:40]1[CH:32]=[CH:33][C:34]2[N:41]([OH:1])[N:45]=[N:4][C:35]=2[CH:39]=1. (6) The product is: [C:47]([C:42]1[C:43](=[O:46])[N:44]([CH2:56][C:55]2[CH:58]=[CH:59][C:52]([Cl:51])=[CH:53][CH:54]=2)[N:45]=[C:40]([C:38]2[CH:37]=[CH:36][C:35]3[O:31][CH2:32][CH2:33][C:34]=3[CH:39]=2)[CH:41]=1)([OH:49])=[O:48]. Given the reactants FC1C=CC(CN2C(=O)C(COS(C)(=O)=O)=CC(C3C=CC4OCCC=4C=3)=N2)=CC=1.[O:31]1[C:35]2[CH:36]=[CH:37][C:38]([C:40]3[CH:41]=[C:42]([C:47]([O:49]C)=[O:48])[C:43](=[O:46])[NH:44][N:45]=3)=[CH:39][C:34]=2[CH2:33][CH2:32]1.[Cl:51][C:52]1[CH:59]=[CH:58][C:55]([CH2:56]Cl)=[CH:54][CH:53]=1, predict the reaction product.